Dataset: Forward reaction prediction with 1.9M reactions from USPTO patents (1976-2016). Task: Predict the product of the given reaction. (1) Given the reactants [F:1][C:2]1[CH:7]=[CH:6][CH:5]=[CH:4][C:3]=1[CH2:8][O:9][C:10]1[CH:15]=[CH:14][C:13]([C@@H:16]2[NH:20][C@H:19]([C:21]([O:23][CH3:24])=[O:22])[CH2:18][CH2:17]2)=[CH:12][CH:11]=1.C(N(C(C)C)CC)(C)C.Cl[C:35]([O:37][CH2:38][C:39]1[CH:44]=[CH:43][CH:42]=[CH:41][CH:40]=1)=[O:36], predict the reaction product. The product is: [F:1][C:2]1[CH:7]=[CH:6][CH:5]=[CH:4][C:3]=1[CH2:8][O:9][C:10]1[CH:15]=[CH:14][C:13]([C@@H:16]2[N:20]([C:35]([O:37][CH2:38][C:39]3[CH:44]=[CH:43][CH:42]=[CH:41][CH:40]=3)=[O:36])[C@H:19]([C:21]([O:23][CH3:24])=[O:22])[CH2:18][CH2:17]2)=[CH:12][CH:11]=1. (2) Given the reactants [N:1]1([C:7]([C:9]2[C:24]([C:25]([F:28])([F:27])[F:26])=[CH:23][C:12]([C:13]([O:15]CC3C=CC=CC=3)=O)=[C:11]([O:29][CH2:30][C:31]3[CH:36]=[CH:35][CH:34]=[CH:33][CH:32]=3)[CH:10]=2)=[O:8])[CH2:6][CH2:5][O:4][CH2:3][CH2:2]1.[OH-].[Li+].Cl.C(N(C(C)C)CC)(C)C.[N:49]1[CH:54]=[CH:53][C:52]([NH2:55])=[CH:51][N:50]=1.ON1C2N=CC=CC=2N=N1.C(Cl)CCl, predict the reaction product. The product is: [N:1]1([C:7]([C:9]2[C:24]([C:25]([F:26])([F:28])[F:27])=[CH:23][C:12]([C:13]([NH:55][C:52]3[CH:53]=[CH:54][N:49]=[N:50][CH:51]=3)=[O:15])=[C:11]([O:29][CH2:30][C:31]3[CH:36]=[CH:35][CH:34]=[CH:33][CH:32]=3)[CH:10]=2)=[O:8])[CH2:6][CH2:5][O:4][CH2:3][CH2:2]1. (3) Given the reactants [OH:1][CH:2]([C:6]1[CH:11]=[CH:10][C:9]([C:12]2[N:16]=[C:15]([C:17]3[O:21][N:20]=[C:19]([C:22]4[CH:27]=[CH:26][CH:25]=[CH:24][CH:23]=4)[C:18]=3[C:28]([F:31])([F:30])[F:29])[O:14][N:13]=2)=[CH:8][CH:7]=1)[C:3]([OH:5])=O.[NH2:32][CH2:33][CH2:34][OH:35].CN1CCOCC1.CN(C(ON1N=NC2C=CC=NC1=2)=[N+](C)C)C.F[P-](F)(F)(F)(F)F, predict the reaction product. The product is: [OH:1][CH:2]([C:6]1[CH:7]=[CH:8][C:9]([C:12]2[N:16]=[C:15]([C:17]3[O:21][N:20]=[C:19]([C:22]4[CH:23]=[CH:24][CH:25]=[CH:26][CH:27]=4)[C:18]=3[C:28]([F:29])([F:30])[F:31])[O:14][N:13]=2)=[CH:10][CH:11]=1)[C:3]([NH:32][CH2:33][CH2:34][OH:35])=[O:5]. (4) Given the reactants [CH2:1]([C:8]1[N:9]=[N:10][C:11]([N:16]2[CH2:21][CH2:20][NH:19][CH2:18][CH2:17]2)=[C:12]([CH3:15])[C:13]=1[CH3:14])[C:2]1[CH:7]=[CH:6][CH:5]=[CH:4][CH:3]=1.[CH2:22]([N:29]=[C:30]=[O:31])[C:23]1[CH:28]=[CH:27][CH:26]=[CH:25][CH:24]=1, predict the reaction product. The product is: [CH2:22]([NH:29][C:30]([N:19]1[CH2:18][CH2:17][N:16]([C:11]2[N:10]=[N:9][C:8]([CH2:1][C:2]3[CH:7]=[CH:6][CH:5]=[CH:4][CH:3]=3)=[C:13]([CH3:14])[C:12]=2[CH3:15])[CH2:21][CH2:20]1)=[O:31])[C:23]1[CH:28]=[CH:27][CH:26]=[CH:25][CH:24]=1. (5) Given the reactants C([O:3][CH2:4][CH2:5][CH2:6][N:7]1[C:12](=[O:13])[C:11]2[C:14]([CH2:27][C:28]3[CH:33]=[CH:32][C:31]([Cl:34])=[CH:30][CH:29]=3)=[C:15]([C:18]3[CH:23]=[CH:22][CH:21]=[CH:20][C:19]=3[CH:24]([CH3:26])[CH3:25])[N:16]=[CH:17][C:10]=2[N:9]([CH3:35])[C:8]1=[O:36])=O.O[Li].O, predict the reaction product. The product is: [Cl:34][C:31]1[CH:30]=[CH:29][C:28]([CH2:27][C:14]2[C:11]3[C:12](=[O:13])[N:7]([CH2:6][CH2:5][CH2:4][OH:3])[C:8](=[O:36])[N:9]([CH3:35])[C:10]=3[CH:17]=[N:16][C:15]=2[C:18]2[CH:23]=[CH:22][CH:21]=[CH:20][C:19]=2[CH:24]([CH3:26])[CH3:25])=[CH:33][CH:32]=1. (6) Given the reactants [F:1][C:2]1[CH:3]=[CH:4][CH:5]=[C:6]2[C:10]=1[N:9]([C@H:11]1[C:15]3[CH:16]=[CH:17][CH:18]=[CH:19][C:14]=3[O:13][C@@H:12]1[CH2:20][N:21]([CH3:34])S(C1C=CC=CC=1[N+]([O-])=O)(=O)=O)[CH2:8][C:7]2([CH3:36])[CH3:35].C(=O)([O-])[O-].[K+].[K+].C1(S)C=CC=CC=1.[Cl-].[NH4+], predict the reaction product. The product is: [F:1][C:2]1[CH:3]=[CH:4][CH:5]=[C:6]2[C:10]=1[N:9]([C@H:11]1[C:15]3[CH:16]=[CH:17][CH:18]=[CH:19][C:14]=3[O:13][C@@H:12]1[CH2:20][NH:21][CH3:34])[CH2:8][C:7]2([CH3:36])[CH3:35].